This data is from Experimental lipophilicity measurements (octanol/water distribution) for 4,200 compounds from AstraZeneca. The task is: Regression/Classification. Given a drug SMILES string, predict its absorption, distribution, metabolism, or excretion properties. Task type varies by dataset: regression for continuous measurements (e.g., permeability, clearance, half-life) or binary classification for categorical outcomes (e.g., BBB penetration, CYP inhibition). For this dataset (lipophilicity_astrazeneca), we predict Y. (1) The compound is CC(C)Cn1c(=O)n(C)c(=O)c2c(SC3CCCC3)c(Cc3ccccc3C(F)(F)F)sc21. The Y is 4.21 logD. (2) The compound is CCOC(=O)c1ccc(OCCC2CCN(c3ccc(C)nn3)CC2)cn1. The Y is 2.63 logD. (3) The compound is Nc1n[nH]c2ncc3c(c12)CCCCCC3. The Y is 2.54 logD. (4) The molecule is COc1ccc(N(C(=O)c2ccccc2)C(C(=O)NC2CCCC2)c2ccccc2F)c(OC)c1. The Y is 3.86 logD. (5) The drug is CN(c1cccc(CO)c1)c1ccnc(Nc2cc(N3CCOCC3)cc(N3CCOCC3)c2)n1. The Y is 2.60 logD. (6) The molecule is COc1ccccc1CNc1cc(C)ccn1. The Y is 3.28 logD. (7) The compound is O=C1C(=O)N(Cc2ccc(Cl)cc2)c2ccccc21. The Y is 3.10 logD. (8) The drug is COc1cnc(-c2ccccn2)nc1NC(C)C. The Y is 2.01 logD. (9) The molecule is COc1cccc(NC(=O)c2cccc(Cc3c(C)nn(CCO)c3-c3ccccc3)c2)c1. The Y is 4.29 logD.